Task: Binary Classification. Given a drug SMILES string, predict its activity (active/inactive) in a high-throughput screening assay against a specified biological target.. Dataset: Cav3 T-type calcium channel HTS with 100,875 compounds (1) The molecule is S(c1n(CC)c(nn1)c1sccc1)Cc1sc2c(n1)cccc2. The result is 0 (inactive). (2) The molecule is O=c1n(c2c(nc1c1c(NCc3ccccc3)cccc1)cccc2)CC(OCC)=O. The result is 0 (inactive). (3) The result is 0 (inactive). The compound is O1C(Cc2nc(nc(n3ncc(c3N)C(OCC)=O)c2C1)c1ccccc1)(C)C. (4) The drug is ClC(Cl)(Cl)C(Nc1ccc(cc1)C)NC(=O)c1ncccc1. The result is 0 (inactive).